This data is from NCI-60 drug combinations with 297,098 pairs across 59 cell lines. The task is: Regression. Given two drug SMILES strings and cell line genomic features, predict the synergy score measuring deviation from expected non-interaction effect. (1) Drug 1: C1=NNC2=C1C(=O)NC=N2. Drug 2: CC1C(C(CC(O1)OC2CC(CC3=C2C(=C4C(=C3O)C(=O)C5=CC=CC=C5C4=O)O)(C(=O)C)O)N)O. Cell line: SF-539. Synergy scores: CSS=43.1, Synergy_ZIP=1.84, Synergy_Bliss=3.28, Synergy_Loewe=-58.0, Synergy_HSA=3.99. (2) Drug 2: CC1C(C(CC(O1)OC2CC(OC(C2O)C)OC3=CC4=CC5=C(C(=O)C(C(C5)C(C(=O)C(C(C)O)O)OC)OC6CC(C(C(O6)C)O)OC7CC(C(C(O7)C)O)OC8CC(C(C(O8)C)O)(C)O)C(=C4C(=C3C)O)O)O)O. Synergy scores: CSS=36.0, Synergy_ZIP=-2.00, Synergy_Bliss=-0.364, Synergy_Loewe=-12.2, Synergy_HSA=0.631. Drug 1: CC1CCC2CC(C(=CC=CC=CC(CC(C(=O)C(C(C(=CC(C(=O)CC(OC(=O)C3CCCCN3C(=O)C(=O)C1(O2)O)C(C)CC4CCC(C(C4)OC)OCCO)C)C)O)OC)C)C)C)OC. Cell line: SF-268.